This data is from Forward reaction prediction with 1.9M reactions from USPTO patents (1976-2016). The task is: Predict the product of the given reaction. (1) Given the reactants N([C:3]([CH3:9])([CH3:8])[C:4]([O:6][CH3:7])=[O:5])=N[C:3]([CH3:9])([CH3:8])[C:4]([O:6][CH3:7])=[O:5].C(S)C[CH2:19][CH2:20][CH2:21][CH2:22][CH2:23][CH2:24][CH2:25][CH2:26][CH2:27][CH3:28], predict the reaction product. The product is: [C:4]([OH:6])(=[O:5])[C:3]([CH3:9])=[CH2:8].[CH:20]12[CH2:19][CH:23]([CH2:22][CH2:21]1)[CH:24]1[CH:25]2[CH2:26][CH2:27][CH2:28]1.[C:4]([O:6][CH3:7])(=[O:5])[C:3]([CH3:9])=[CH2:8]. (2) Given the reactants [Cl:1][C:2]1[CH:3]=[C:4]([C:9](O)([C:26]([F:29])([F:28])[F:27])[CH2:10][C:11]([C:13]2[CH:14]=[CH:15][C:16]([N:21]3[CH:25]=[N:24][CH:23]=[N:22]3)=[C:17]([CH:20]=2)[C:18]#[N:19])=[O:12])[CH:5]=[C:6]([Cl:8])[CH:7]=1.S(Cl)(Cl)=O.N1C=CC=CC=1, predict the reaction product. The product is: [Cl:1][C:2]1[CH:3]=[C:4]([C:9]([C:26]([F:27])([F:29])[F:28])=[CH:10][C:11]([C:13]2[CH:14]=[CH:15][C:16]([N:21]3[CH:25]=[N:24][CH:23]=[N:22]3)=[C:17]([CH:20]=2)[C:18]#[N:19])=[O:12])[CH:5]=[C:6]([Cl:8])[CH:7]=1. (3) Given the reactants Br[C:2]1[S:22][C:5]2=[N:6][C:7]([CH3:21])=[CH:8][C:9]([NH:10][S:11]([C:14]3[CH:19]=[CH:18][CH:17]=[C:16]([Cl:20])[CH:15]=3)(=[O:13])=[O:12])=[C:4]2[C:3]=1[CH3:23].[NH:24]1[CH:28]=[CH:27][C:26](B(O)O)=[N:25]1.C(=O)([O-])[O-].[K+].[K+], predict the reaction product. The product is: [Cl:20][C:16]1[CH:15]=[C:14]([S:11]([NH:10][C:9]2[CH:8]=[C:7]([CH3:21])[N:6]=[C:5]3[S:22][C:2]([C:28]4[CH:27]=[CH:26][NH:25][N:24]=4)=[C:3]([CH3:23])[C:4]=23)(=[O:13])=[O:12])[CH:19]=[CH:18][CH:17]=1. (4) Given the reactants [NH2:1][C:2]1[N:6]([C:7]2[CH:12]=[CH:11][C:10]([O:13][CH3:14])=[CH:9][CH:8]=2)[N:5]=[CH:4][C:3]=1[C:15]([O:17]CC)=O.[CH:20]([NH2:22])=O, predict the reaction product. The product is: [CH3:14][O:13][C:10]1[CH:9]=[CH:8][C:7]([N:6]2[C:2]3=[N:1][CH:20]=[N:22][C:15](=[O:17])[CH:3]3[CH:4]=[N:5]2)=[CH:12][CH:11]=1. (5) Given the reactants [NH2:1][CH2:2][CH2:3][CH2:4][O:5][CH2:6][CH2:7][CH2:8][CH2:9][O:10][CH2:11][CH2:12][CH2:13][NH:14][C:15]1[N:20]=[C:19]([O:21][CH2:22][C:23]([F:26])([F:25])[F:24])[N:18]=[C:17]([NH:27][C:28]2[CH:37]=[CH:36][C:31]([C:32]([O:34]C)=[O:33])=[CH:30][CH:29]=2)[N:16]=1.C(=O)([O-])[O-].[K+].[K+].Cl, predict the reaction product. The product is: [NH2:1][CH2:2][CH2:3][CH2:4][O:5][CH2:6][CH2:7][CH2:8][CH2:9][O:10][CH2:11][CH2:12][CH2:13][NH:14][C:15]1[N:20]=[C:19]([O:21][CH2:22][C:23]([F:24])([F:26])[F:25])[N:18]=[C:17]([NH:27][C:28]2[CH:29]=[CH:30][C:31]([C:32]([OH:34])=[O:33])=[CH:36][CH:37]=2)[N:16]=1. (6) Given the reactants C(=O)([O-])[O-].[Cs+].[Cs+].[C:7]([O:11][C:12]([N:14]1[CH2:19][CH2:18][CH:17]([C:20]([C:23]2[S:24][C:25]([CH2:29][O:30][CH3:31])=[CH:26][C:27]=2Br)=[N:21][OH:22])[CH2:16][CH2:15]1)=[O:13])([CH3:10])([CH3:9])[CH3:8], predict the reaction product. The product is: [C:7]([O:11][C:12]([N:14]1[CH2:19][CH2:18][CH:17]([C:20]2[C:23]3[S:24][C:25]([CH2:29][O:30][CH3:31])=[CH:26][C:27]=3[O:22][N:21]=2)[CH2:16][CH2:15]1)=[O:13])([CH3:10])([CH3:9])[CH3:8].